From a dataset of Catalyst prediction with 721,799 reactions and 888 catalyst types from USPTO. Predict which catalyst facilitates the given reaction. (1) Reactant: [F:1][C:2]1[CH:7]=[C:6]([O:8][CH3:9])[C:5](I)=[CH:4][C:3]=1[CH2:11][CH2:12][C:13]([O:15][CH2:16][CH3:17])=[O:14].[B:18]1([B:18]2[O:23][CH2:22][C:21]([CH3:25])([CH3:24])[CH2:20][O:19]2)[O:23][CH2:22][C:21]([CH3:25])([CH3:24])[CH2:20][O:19]1.C([O-])(=O)C.[K+]. Product: [CH3:24][C:21]1([CH3:25])[CH2:22][O:23][B:18]([C:5]2[C:6]([O:8][CH3:9])=[CH:7][C:2]([F:1])=[C:3]([CH2:11][CH2:12][C:13]([O:15][CH2:16][CH3:17])=[O:14])[CH:4]=2)[O:19][CH2:20]1. The catalyst class is: 16. (2) Reactant: O1CCCC(=O)C1.N1CCOCC1.O.[O:15]1[CH2:20][CH2:19][CH:18]=[C:17]([N:21]2[CH2:26][CH2:25][O:24][CH2:23][CH2:22]2)[CH2:16]1. Product: [O:15]1[CH:16]=[C:17]([N:21]2[CH2:26][CH2:25][O:24][CH2:23][CH2:22]2)[CH2:18][CH2:19][CH2:20]1. The catalyst class is: 11. (3) Reactant: [CH3:1][O:2][C:3]1[C:23]([O:24][CH3:25])=[CH:22][CH:21]=[CH:20][C:4]=1[C:5]([CH:7]1[CH2:12][CH2:11][N:10](C(OC(C)(C)C)=O)[CH2:9][CH2:8]1)=[O:6].Cl.[OH-].[Na+]. Product: [CH3:1][O:2][C:3]1[C:23]([O:24][CH3:25])=[CH:22][CH:21]=[CH:20][C:4]=1[C:5]([CH:7]1[CH2:8][CH2:9][NH:10][CH2:11][CH2:12]1)=[O:6]. The catalyst class is: 93.